This data is from M1 muscarinic receptor antagonist screen with 61,756 compounds. The task is: Binary Classification. Given a drug SMILES string, predict its activity (active/inactive) in a high-throughput screening assay against a specified biological target. (1) The molecule is O(c1cc(C(=O)NCc2nc3n(c2)cccc3)cc(OC)c1OC)C. The result is 0 (inactive). (2) The compound is O1C(CCC1)CNCC(=O)Nc1ccc(N2CCCCCC2)cc1. The result is 0 (inactive). (3) The compound is o1c2c(c(NC(=O)C)c1)cc(OC)cc2. The result is 0 (inactive). (4) The compound is S(CCC(NC(OC(C)(C)C)=O)c1oc(SC\C=C(/C)C)nn1)C. The result is 0 (inactive). (5) The compound is S(=O)(=O)(N1CCCCC1)c1cc(ccc1)c1oc(SCn2nnc3c(c2=O)cccc3)nn1. The result is 1 (active). (6) The compound is N1(CCCCN2CCCCCC2)CCCCCC1. The result is 0 (inactive). (7) The result is 0 (inactive). The compound is S(Cc1nc2c(nc1C)cccc2)c1scnn1.